Dataset: Full USPTO retrosynthesis dataset with 1.9M reactions from patents (1976-2016). Task: Predict the reactants needed to synthesize the given product. (1) Given the product [CH3:23][N:24]([CH3:28])[CH2:25][CH2:26][NH:27][C:3]([C:5]1[C:10]2[N:11]=[CH:12][N:13]([C:14]3[CH:19]=[CH:18][C:17]([N+:20]([O-:22])=[O:21])=[CH:16][CH:15]=3)[C:9]=2[CH:8]=[CH:7][N:6]=1)=[O:4], predict the reactants needed to synthesize it. The reactants are: CO[C:3]([C:5]1[C:10]2[N:11]=[CH:12][N:13]([C:14]3[CH:19]=[CH:18][C:17]([N+:20]([O-:22])=[O:21])=[CH:16][CH:15]=3)[C:9]=2[CH:8]=[CH:7][N:6]=1)=[O:4].[CH3:23][N:24]([CH3:28])[CH2:25][CH2:26][NH2:27]. (2) Given the product [NH2:1][C:2]1[C:11]2[N:12]=[C:13]([CH2:20][O:21][CH2:22][CH3:23])[N:14]([CH2:15][C:16]([CH3:19])([OH:18])[CH3:17])[C:10]=2[C:9]2[N:8]=[CH:7][C:6]([C:31]3[CH:32]=[CH:33][C:28]([CH2:27][NH2:26])=[CH:29][CH:30]=3)=[CH:5][C:4]=2[N:3]=1, predict the reactants needed to synthesize it. The reactants are: [NH2:1][C:2]1[C:11]2[N:12]=[C:13]([CH2:20][O:21][CH2:22][CH3:23])[N:14]([CH2:15][C:16]([CH3:19])([OH:18])[CH3:17])[C:10]=2[C:9]2[N:8]=[CH:7][C:6](Br)=[CH:5][C:4]=2[N:3]=1.Cl.[NH2:26][CH2:27][C:28]1[CH:33]=[CH:32][C:31](B(O)O)=[CH:30][CH:29]=1.C(=O)([O-])[O-].[K+].[K+].COCCOC. (3) Given the product [C:1]([C:3]([C:19]#[N:20])([CH2:13][CH2:14][C:15]([F:18])([F:17])[F:16])[CH2:4][CH2:5][CH:6]1[CH2:7][CH2:8][C:9]([C:21]#[CH:22])([OH:12])[CH2:10][CH2:11]1)#[N:2], predict the reactants needed to synthesize it. The reactants are: [C:1]([C:3]([C:19]#[N:20])([CH2:13][CH2:14][C:15]([F:18])([F:17])[F:16])[CH2:4][CH2:5][CH:6]1[CH2:11][CH2:10][C:9](=[O:12])[CH2:8][CH2:7]1)#[N:2].[C:21]([Mg]Br)#[CH:22].Cl. (4) Given the product [CH2:7]([O:6][P:4]([CH2:9][C:10]1[CH:15]=[CH:14][C:13]([NH:16][C:17]2[N:22]=[C:21]([NH:23][C:24]3[CH:25]=[CH:26][C:27]([C@@H:35]4[CH2:40][CH2:39][C@H:38]([C:41]([OH:43])=[O:42])[CH2:37][CH2:36]4)=[C:28]4[C:32]=3[C:31](=[O:33])[N:30]([CH3:34])[CH2:29]4)[C:20]([C:46]([F:47])([F:49])[F:48])=[CH:19][N:18]=2)=[C:12]([O:50][CH3:51])[CH:11]=1)([O:3][CH2:1][CH3:2])=[O:5])[CH3:8], predict the reactants needed to synthesize it. The reactants are: [CH2:1]([O:3][P:4]([CH2:9][C:10]1[CH:15]=[CH:14][C:13]([NH:16][C:17]2[N:22]=[C:21]([NH:23][C:24]3[CH:25]=[CH:26][C:27]([C@@H:35]4[CH2:40][CH2:39][C@H:38]([C:41]([O:43]CC)=[O:42])[CH2:37][CH2:36]4)=[C:28]4[C:32]=3[C:31](=[O:33])[N:30]([CH3:34])[CH2:29]4)[C:20]([C:46]([F:49])([F:48])[F:47])=[CH:19][N:18]=2)=[C:12]([O:50][CH3:51])[CH:11]=1)([O:6][CH2:7][CH3:8])=[O:5])[CH3:2].C1COCC1.CO.O.[OH-].[Li+].O.